This data is from Reaction yield outcomes from USPTO patents with 853,638 reactions. The task is: Predict the reaction yield, written as a fraction of the theoretical maximum amount of product (1.0 means a 100% yield; for example, 0.34 means a 34% yield). (1) The reactants are [Cl:1][C:2]1[CH:3]=[C:4]2[C:8](=[CH:9][CH:10]=1)[NH:7][CH:6]=[C:5]2[CH2:11][CH2:12][NH:13][C:14](=[O:23])[C:15]1[CH:20]=[CH:19][C:18]([CH2:21]Cl)=[CH:17][CH:16]=1.[NH:24]1[CH2:28][CH2:27][CH2:26][CH2:25]1.[I-].[Na+]. The catalyst is C1COCC1. The product is [Cl:1][C:2]1[CH:3]=[C:4]2[C:8](=[CH:9][CH:10]=1)[NH:7][CH:6]=[C:5]2[CH2:11][CH2:12][NH:13][C:14](=[O:23])[C:15]1[CH:20]=[CH:19][C:18]([CH2:21][N:24]2[CH2:28][CH2:27][CH2:26][CH2:25]2)=[CH:17][CH:16]=1. The yield is 0.360. (2) The reactants are [N+:1]([C:4]1[C:9](=[O:10])[NH:8][C:7]([C:11]2[CH:16]=[CH:15][C:14]([C:17]3([NH:21][C:22](=[O:28])[O:23][C:24]([CH3:27])([CH3:26])[CH3:25])[CH2:20][CH2:19][CH2:18]3)=[CH:13][CH:12]=2)=[C:6]([C:29]2[CH:34]=[CH:33][CH:32]=[CH:31][CH:30]=2)[CH:5]=1)([O-])=O. The catalyst is C(O)(=O)C.[Zn]. The product is [C:24]([O:23][C:22](=[O:28])[NH:21][C:17]1([C:14]2[CH:15]=[CH:16][C:11]([C:7]3[NH:8][C:9](=[O:10])[C:4]([NH2:1])=[CH:5][C:6]=3[C:29]3[CH:30]=[CH:31][CH:32]=[CH:33][CH:34]=3)=[CH:12][CH:13]=2)[CH2:18][CH2:19][CH2:20]1)([CH3:27])([CH3:25])[CH3:26]. The yield is 0.430. (3) The reactants are [Cl:1][C:2]1[N:7]=[C:6]([NH:8][C:9]2[CH:14]=[CH:13][CH:12]=[CH:11][C:10]=2[CH2:15][NH:16][CH3:17])[C:5]([Cl:18])=[CH:4][N:3]=1.C(O[C:23](=[O:25])[CH3:24])(=O)C.N1C=CC=CC=1. The catalyst is C1COCC1. The product is [Cl:1][C:2]1[N:7]=[C:6]([NH:8][C:9]2[CH:14]=[CH:13][CH:12]=[CH:11][C:10]=2[CH2:15][N:16]([CH3:17])[C:23](=[O:25])[CH3:24])[C:5]([Cl:18])=[CH:4][N:3]=1. The yield is 0.240. (4) The reactants are ClC(O[C:5]1[C:13]2[NH:12][C:11]([OH:14])=[N:10][C:9]=2[CH:8]=[CH:7][CH:6]=1)=O.[NH2:15][C:16]1[CH:17]=[CH:18][C:19]([OH:25])=[C:20]([CH:24]=1)[C:21]([OH:23])=[O:22].C1C[O:29][CH2:28]C1. No catalyst specified. The product is [OH:25][C:19]1[CH:18]=[CH:17][C:16]([NH:15][C:28]([N:10]2[C:9]3[CH:8]=[CH:7][CH:6]=[CH:5][C:13]=3[NH:12][C:11]2=[O:14])=[O:29])=[CH:24][C:20]=1[C:21]([OH:23])=[O:22]. The yield is 0.370. (5) The reactants are [F:1][C:2]([CH3:28])([CH3:27])[CH2:3][N:4]1[CH2:9][CH2:8][CH:7]([CH2:10][O:11][C:12]2[CH:17]=[CH:16][C:15]([C:18]3[CH:26]=[CH:25][C:21]([C:22]([OH:24])=O)=[CH:20][N:19]=3)=[CH:14][CH:13]=2)[CH2:6][CH2:5]1.[NH:29]1[CH2:34][CH2:33][CH2:32][C@@H:31]([OH:35])[CH2:30]1.CCN(C(C)C)C(C)C.CCN=C=NCCCN(C)C.C1C=CC2N(O)N=NC=2C=1. The catalyst is CN(C=O)C.O. The product is [F:1][C:2]([CH3:27])([CH3:28])[CH2:3][N:4]1[CH2:5][CH2:6][CH:7]([CH2:10][O:11][C:12]2[CH:13]=[CH:14][C:15]([C:18]3[N:19]=[CH:20][C:21]([C:22]([N:29]4[CH2:34][CH2:33][CH2:32][C@@H:31]([OH:35])[CH2:30]4)=[O:24])=[CH:25][CH:26]=3)=[CH:16][CH:17]=2)[CH2:8][CH2:9]1. The yield is 0.610.